The task is: Predict hERG channel inhibition at various concentrations.. This data is from hERG Central: cardiac toxicity at 1µM, 10µM, and general inhibition. (1) The compound is CCCCN(CCCNC(=O)c1c(C)cc(=O)oc1C)c1ccccc1. Results: hERG_inhib (hERG inhibition (general)): blocker. (2) The molecule is O=C(c1ccccc1)N1CCN(c2ccc([N+](=O)[O-])c(NCC3CCCO3)c2)CC1. Results: hERG_inhib (hERG inhibition (general)): blocker. (3) The drug is CC[n+]1c(/C=C/Nc2ccccc2)sc2ccccc21.[I-]. Results: hERG_inhib (hERG inhibition (general)): blocker. (4) The molecule is CCOC(=O)c1cc2c(=O)n3ccccc3nc2n(Cc2ccco2)c1=NC(=O)c1ccccc1OCC. Results: hERG_inhib (hERG inhibition (general)): blocker. (5) The compound is COCc1ccc(C(=O)N2CCCC(N(C)CCc3ccc(OC)c(OC)c3)C2)s1. Results: hERG_inhib (hERG inhibition (general)): blocker. (6) The molecule is CCOC(=O)C1(Cc2ccc(Cl)cc2)CCN(C(C)CCn2cccn2)CC1. Results: hERG_inhib (hERG inhibition (general)): blocker. (7) The drug is OCCC1CN(Cc2cccn2-c2nccs2)CCN1CCc1ccccc1. Results: hERG_inhib (hERG inhibition (general)): blocker.